Dataset: Full USPTO retrosynthesis dataset with 1.9M reactions from patents (1976-2016). Task: Predict the reactants needed to synthesize the given product. (1) Given the product [Cl:22][C:23]1[CH:29]=[CH:28][C:26]([NH:27][C:10](=[O:12])[CH2:9][NH:8][C:6](=[O:7])[C:5]2[CH:4]=[C:3]([C:2]([F:20])([F:1])[F:21])[CH:15]=[C:14]([C:16]([F:18])([F:17])[F:19])[CH:13]=2)=[CH:25][CH:24]=1, predict the reactants needed to synthesize it. The reactants are: [F:1][C:2]([F:21])([F:20])[C:3]1[CH:4]=[C:5]([CH:13]=[C:14]([C:16]([F:19])([F:18])[F:17])[CH:15]=1)[C:6]([NH:8][CH2:9][C:10]([OH:12])=O)=[O:7].[Cl:22][C:23]1[CH:29]=[CH:28][C:26]([NH2:27])=[CH:25][CH:24]=1. (2) Given the product [O:17]=[C:18]1[C:26]([C:27]#[N:28])=[C:25]([N:29]2[CH2:30][CH2:31][N:32]([C:35]([C:37]3[S:38][CH:39]=[CH:40][CH:41]=3)=[O:36])[CH2:33][CH2:34]2)[C:24]2[C:20](=[CH:21][S:22][CH:23]=2)[N:19]1[C:3]1[CH:2]=[N:1][CH:6]=[CH:5][CH:4]=1, predict the reactants needed to synthesize it. The reactants are: [N:1]1[CH:6]=[CH:5][CH:4]=[C:3](B(O)O)[CH:2]=1.C(N(CC)CC)C.[O:17]=[C:18]1[C:26]([C:27]#[N:28])=[C:25]([N:29]2[CH2:34][CH2:33][N:32]([C:35]([C:37]3[S:38][CH:39]=[CH:40][CH:41]=3)=[O:36])[CH2:31][CH2:30]2)[C:24]2[C:20](=[CH:21][S:22][CH:23]=2)[NH:19]1. (3) The reactants are: [Cl:1][C:2]1[CH:7]=[CH:6][C:5]([C@@:8]2([OH:16])[CH2:13][CH2:12][NH:11][CH2:10][C:9]2([CH3:15])[CH3:14])=[CH:4][CH:3]=1.[C:17]([O:21][C:22]([N:24]([CH3:32])[C@H:25]([CH:29]([CH3:31])[CH3:30])[C:26](O)=[O:27])=[O:23])([CH3:20])([CH3:19])[CH3:18].C1C=CC2N(O)N=NC=2C=1.C(Cl)CCl.C(N(CC)CC)C. Given the product [Cl:1][C:2]1[CH:7]=[CH:6][C:5]([C@@:8]2([OH:16])[CH2:13][CH2:12][N:11]([C:26](=[O:27])[C@H:25]([N:24]([CH3:32])[C:22](=[O:23])[O:21][C:17]([CH3:19])([CH3:18])[CH3:20])[CH:29]([CH3:31])[CH3:30])[CH2:10][C:9]2([CH3:14])[CH3:15])=[CH:4][CH:3]=1, predict the reactants needed to synthesize it. (4) Given the product [CH:29]1([CH2:28][O:27][C:17]2[N:16]=[C:15]([C:13]([NH:12][C:6]3([CH2:5][C:4]([OH:32])=[O:3])[CH2:9][S:8](=[O:10])(=[O:11])[CH2:7]3)=[O:14])[CH:20]=[CH:19][C:18]=2[N:21]2[CH2:24][C:23]([F:25])([F:26])[CH2:22]2)[CH2:31][CH2:30]1, predict the reactants needed to synthesize it. The reactants are: C([O:3][C:4](=[O:32])[CH2:5][C:6]1([NH:12][C:13]([C:15]2[CH:20]=[CH:19][C:18]([N:21]3[CH2:24][C:23]([F:26])([F:25])[CH2:22]3)=[C:17]([O:27][CH2:28][CH:29]3[CH2:31][CH2:30]3)[N:16]=2)=[O:14])[CH2:9][S:8](=[O:11])(=[O:10])[CH2:7]1)C.[OH-].[Li+]. (5) Given the product [CH2:1]([O:3][C:4](=[O:17])[CH2:5][CH2:6][N:7]1[C:11]2[N:12]=[CH:13][N:14]=[C:15]([NH:25][C:24]3[CH:26]=[CH:27][C:21]([O:20][C:19]([F:18])([F:28])[F:29])=[CH:22][CH:23]=3)[C:10]=2[CH:9]=[CH:8]1)[CH3:2].[C:4]([OH:17])([C:19]([F:18])([F:28])[F:29])=[O:3], predict the reactants needed to synthesize it. The reactants are: [CH2:1]([O:3][C:4](=[O:17])[CH2:5][CH2:6][N:7]1[C:11]2[N:12]=[CH:13][N:14]=[C:15](Cl)[C:10]=2[CH:9]=[CH:8]1)[CH3:2].[F:18][C:19]([F:29])([F:28])[O:20][C:21]1[CH:27]=[CH:26][C:24]([NH2:25])=[CH:23][CH:22]=1.